From a dataset of Reaction yield outcomes from USPTO patents with 853,638 reactions. Predict the reaction yield, written as a fraction of the theoretical maximum amount of product (1.0 means a 100% yield; for example, 0.34 means a 34% yield). (1) The reactants are [NH:1]1[C:11]2[C:6](=[CH:7][CH:8]=[CH:9][CH:10]=2)[C:4](=O)[C:2]1=[O:3].[H-].[Na+].Br[CH2:15][CH2:16][O:17][CH3:18].O.NN.Cl. The catalyst is CN(C=O)C.CS(C)=O. The product is [CH3:18][O:17][CH2:16][CH2:15][N:1]1[C:11]2[C:6](=[CH:7][CH:8]=[CH:9][CH:10]=2)[CH2:4][C:2]1=[O:3]. The yield is 0.610. (2) The reactants are [NH2:1][CH:2]1[CH2:6][CH2:5][N:4]([CH:7]([C:14]2[CH:19]=[CH:18][CH:17]=[CH:16][CH:15]=2)[C:8]2[CH:13]=[CH:12][CH:11]=[CH:10][CH:9]=2)[C:3]1=[O:20].[C:21]1([CH:27]([C:32]2[CH:37]=[CH:36][CH:35]=[CH:34][CH:33]=2)[CH2:28][C:29](O)=[O:30])[CH:26]=[CH:25][CH:24]=[CH:23][CH:22]=1.C(Cl)CCl. The catalyst is C(Cl)Cl.CN(C1C=CN=CC=1)C. The product is [CH:7]([N:4]1[CH2:5][CH2:6][CH:2]([NH:1][C:29](=[O:30])[CH2:28][CH:27]([C:21]2[CH:26]=[CH:25][CH:24]=[CH:23][CH:22]=2)[C:32]2[CH:37]=[CH:36][CH:35]=[CH:34][CH:33]=2)[C:3]1=[O:20])([C:8]1[CH:13]=[CH:12][CH:11]=[CH:10][CH:9]=1)[C:14]1[CH:19]=[CH:18][CH:17]=[CH:16][CH:15]=1. The yield is 0.700.